Task: Predict the reaction yield, written as a fraction of the theoretical maximum amount of product (1.0 means a 100% yield; for example, 0.34 means a 34% yield).. Dataset: Reaction yield outcomes from USPTO patents with 853,638 reactions (1) The reactants are [CH3:1][C:2]1[CH:16]=[C:15]([C:17](=[N:25][O:26][CH2:27][C:28]2[CH:33]=[CH:32][C:31]([C:34]([F:37])([F:36])[F:35])=[CH:30][CH:29]=2)[CH2:18][C:19]2[CH:24]=[CH:23][CH:22]=[CH:21][CH:20]=2)[CH:14]=[CH:13][C:3]=1[O:4][CH2:5][C:6]([NH:8][CH2:9][C:10](O)=[O:11])=[O:7].[NH:38]1[CH2:43][CH2:42][O:41][CH2:40][CH2:39]1.C1C=CC2N(O)N=NC=2C=1.CCN=C=NCCCN(C)C.C(N1CCOCC1)C. The catalyst is CN(C=O)C. The product is [CH3:1][C:2]1[CH:16]=[C:15]([C:17](=[N:25][O:26][CH2:27][C:28]2[CH:33]=[CH:32][C:31]([C:34]([F:35])([F:37])[F:36])=[CH:30][CH:29]=2)[CH2:18][C:19]2[CH:24]=[CH:23][CH:22]=[CH:21][CH:20]=2)[CH:14]=[CH:13][C:3]=1[O:4][CH2:5][C:6]([NH:8][CH2:9][C:10]([N:38]1[CH2:43][CH2:42][O:41][CH2:40][CH2:39]1)=[O:11])=[O:7]. The yield is 0.570. (2) The reactants are [NH2:1][CH2:2][C@@H:3]([OH:20])[C@@H:4]([NH:12][C:13](=[O:19])[O:14][C:15]([CH3:18])([CH3:17])[CH3:16])[CH2:5][C:6]1[CH:11]=[CH:10][CH:9]=[CH:8][CH:7]=1.[F:21][C:22]([C:25]1[CH:26]=[N:27][CH:28]=[C:29]([CH:32]=1)[CH:30]=O)([CH3:24])[CH3:23].[BH-](OC(C)=O)(OC(C)=O)OC(C)=O.[Na+]. The catalyst is C1COCC1.C(O)(=O)C.CCOC(C)=O. The product is [F:21][C:22]([C:25]1[CH:32]=[C:29]([CH2:30][NH:1][CH2:2][C@@H:3]([OH:20])[C@@H:4]([NH:12][C:13](=[O:19])[O:14][C:15]([CH3:17])([CH3:16])[CH3:18])[CH2:5][C:6]2[CH:11]=[CH:10][CH:9]=[CH:8][CH:7]=2)[CH:28]=[N:27][CH:26]=1)([CH3:24])[CH3:23]. The yield is 0.700. (3) The reactants are [NH2:1][C:2]1[N:7]=[C:6]([C:8]2[N:12]3[CH:13]=[CH:14][CH:15]=[CH:16][C:11]3=[N:10][CH:9]=2)[CH:5]=[CH:4][N:3]=1.Br[C:18]1[CH:23]=[CH:22][C:21]([C:24]([CH2:26][C:27]2[CH:32]=[CH:31][CH:30]=[CH:29][CH:28]=2)=[O:25])=[CH:20][CH:19]=1. No catalyst specified. The product is [C:4](#[N:3])[CH3:5].[O:25]=[C:24]([C:21]1[CH:22]=[CH:23][C:18]([NH:1][C:2]2[N:7]=[C:6]([C:8]3[N:12]4[CH:13]=[CH:14][CH:15]=[CH:16][C:11]4=[N:10][CH:9]=3)[CH:5]=[CH:4][N:3]=2)=[CH:19][CH:20]=1)[CH2:26][C:27]1[CH:32]=[CH:31][CH:30]=[CH:29][CH:28]=1. The yield is 0.100. (4) The reactants are FC1C=C(C=CC=1)COC1C=CC(N)=CC=1.[F:17][C:18]([F:37])([F:36])[C:19]1[CH:35]=[CH:34][C:22]([CH2:23][O:24][C:25]2[CH:30]=[CH:29][C:28]([N+:31]([O-])=O)=[CH:27][CH:26]=2)=[CH:21][CH:20]=1. No catalyst specified. The product is [F:17][C:18]([F:36])([F:37])[C:19]1[CH:35]=[CH:34][C:22]([CH2:23][O:24][C:25]2[CH:30]=[CH:29][C:28]([NH2:31])=[CH:27][CH:26]=2)=[CH:21][CH:20]=1. The yield is 0.980. (5) The reactants are [CH3:1][O:2][C:3](=[O:20])[C:4]([CH3:19])([O:6][C:7]1[CH:12]=[CH:11][CH:10]=[C:9]([C:13]2[CH:14]=[N:15][CH:16]=[CH:17][CH:18]=2)[CH:8]=1)[CH3:5].Cl.[H][H]. The catalyst is CO.[Pt]. The product is [CH3:1][O:2][C:3](=[O:20])[C:4]([CH3:5])([O:6][C:7]1[CH:12]=[CH:11][CH:10]=[C:9]([CH:13]2[CH2:18][CH2:17][CH2:16][NH:15][CH2:14]2)[CH:8]=1)[CH3:19]. The yield is 0.890.